This data is from Reaction yield outcomes from USPTO patents with 853,638 reactions. The task is: Predict the reaction yield, written as a fraction of the theoretical maximum amount of product (1.0 means a 100% yield; for example, 0.34 means a 34% yield). The reactants are C(OC([NH:6][C:7]([NH2:9])=S)=O)C.[CH3:10][O:11][C:12]1[CH:13]=[CH:14][C:15]([NH2:18])=[N:16][CH:17]=1.Cl.NO.CCN(C(C)C)C(C)C. The catalyst is C(O)C.CO. The product is [CH3:10][O:11][C:12]1[CH:13]=[CH:14][C:15]2[N:16]([N:6]=[C:7]([NH2:9])[N:18]=2)[CH:17]=1. The yield is 0.830.